From a dataset of Full USPTO retrosynthesis dataset with 1.9M reactions from patents (1976-2016). Predict the reactants needed to synthesize the given product. (1) Given the product [C:8](=[O:9])([O-:11])[O-:10].[Ca+2:2].[S:14]([O-:18])([O-:17])(=[O:16])=[O:15].[NH4+:4].[NH4+:4], predict the reactants needed to synthesize it. The reactants are: [OH-].[Ca+2:2].[OH-].[NH3:4].C(=O)=O.[C:8](=[O:11])([O-:10])[O-:9].[NH4+].[NH4+].[S:14]([O-:18])([O-:17])(=[O:16])=[O:15].[Ca+2]. (2) Given the product [C:29]([O:28][C:26]([N:11]1[CH2:12][C@H:8]([CH2:7][C:6]2[CH:15]=[CH:16][CH:17]=[C:4]([CH:1]([CH3:3])[CH3:2])[CH:5]=2)[C@@H:9]([C:13]#[N:14])[CH2:10]1)=[O:25])([CH3:32])([CH3:31])[CH3:30], predict the reactants needed to synthesize it. The reactants are: [CH:1]([C:4]1[CH:5]=[C:6]([CH:15]=[CH:16][CH:17]=1)[CH2:7][C@H:8]1[CH2:12][NH:11][CH2:10][C@@H:9]1[C:13]#[N:14])([CH3:3])[CH3:2].C(N(CC)CC)C.[O:25](C(OC(C)(C)C)=O)[C:26]([O:28][C:29]([CH3:32])([CH3:31])[CH3:30])=O. (3) Given the product [NH2:1][CH2:2][C@H:3]1[O:7][CH:6]([O:8][C@@H:9]([C@@H:49]2[C@@H:53]([OH:54])[C@@H:52]([OH:55])[C@H:51]([N:56]3[CH:61]=[CH:60][C:59](=[O:62])[NH:58][C:57]3=[O:63])[O:50]2)[CH:10]2[N:11]([CH2:12][CH2:13][CH2:14][NH:15][C:16](=[O:45])[CH:17]([CH:40]([OH:44])[CH:41]([CH3:42])[CH3:43])[NH:18][C:19](=[O:39])[CH:20]([CH:32]3[CH2:37][CH2:36][NH:35][C:34](=[NH:38])[NH:33]3)[NH:21][C:22](=[O:31])[NH:23][CH:24]([CH:28]([CH3:29])[CH3:30])[C:25]([OH:27])=[O:26])[C:82](=[O:83])[N:81]([C:78]3[CH:79]=[CH:80][C:75]([F:74])=[CH:76][CH:77]=3)[C:46]2=[O:48])[C@H:5]([O:64][CH3:65])[C@H:4]1[OH:66], predict the reactants needed to synthesize it. The reactants are: [NH2:1][CH2:2][CH:3]1[O:7][CH:6]([O:8][CH:9]([CH:49]2[CH:53]([OH:54])[CH:52]([OH:55])[CH:51]([N:56]3[CH:61]=[CH:60][C:59](=[O:62])[NH:58][C:57]3=[O:63])[O:50]2)[CH:10]([C:46]([OH:48])=O)[NH:11][CH2:12][CH2:13][CH2:14][NH:15][C:16](=[O:45])[CH:17]([CH:40]([OH:44])[CH:41]([CH3:43])[CH3:42])[NH:18][C:19](=[O:39])[CH:20]([CH:32]2[CH2:37][CH2:36][NH:35][C:34](=[NH:38])[NH:33]2)[NH:21][C:22](=[O:31])[NH:23][CH:24]([CH:28]([CH3:30])[CH3:29])[C:25]([OH:27])=[O:26])[CH:5]([O:64][CH3:65])[CH:4]1[OH:66].CC(=O)CC(=O)C.[F:74][C:75]1[CH:80]=[CH:79][C:78]([N:81]=[C:82]=[O:83])=[CH:77][CH:76]=1.FC(F)(F)C(O)=O. (4) Given the product [CH:56]1[CH:55]=[C:54]2[C:52]([C:48]3[C:47]([NH:60][C:59]2=[CH:58][CH:57]=1)=[CH:46][C:45]1[C:43]([C:41]2[C:40]([NH:51][C:50]=1[CH:49]=3)=[CH:39][CH:38]=[CH:37][CH:42]=2)=[O:44])=[O:53].[CH3:2][C:3]1[CH:8]=[CH:7][C:6]2[NH:60][C:47]3[C:48]([C:23](=[O:24])[C:5]=2[CH:4]=1)=[CH:49][C:50]1[NH:51][C:40]2[CH:39]=[CH:38][C:37]([CH3:9])=[CH:42][C:41]=2[C:43](=[O:25])[C:45]=1[CH:46]=3, predict the reactants needed to synthesize it. The reactants are: C=[CH:2][C:3]1[CH:8]=[CH:7][CH:6]=[CH:5][CH:4]=1.[C:9](O)(=O)C=C.C(OCCO)(=O)C(C)=C.[CH3:23][OH:24].[OH-:25].[K+].C1C(C=O)=CC=C(C=O)C=1.[CH:37]1[CH:42]=[C:41]2[C:43]([C:45]3[C:50]([NH:51][C:40]2=[CH:39][CH:38]=1)=[CH:49][C:48]1[C:52]([C:54]2[C:59]([NH:60][C:47]=1[CH:46]=3)=[CH:58][CH:57]=[CH:56][CH:55]=2)=[O:53])=[O:44]. (5) Given the product [CH3:1][O:2][C:3]1[CH:21]=[C:20]([O:22][CH2:24][C:25]2[N:26]=[C:27]([C:30]3([OH:36])[CH2:35][CH2:34][O:33][CH2:32][CH2:31]3)[S:28][CH:29]=2)[C:6]2[CH:7]=[C:8]([C:10]3[N:11]=[C:12]4[N:16]([CH:17]=3)[N:15]=[C:14]([O:18][CH3:19])[S:13]4)[O:9][C:5]=2[CH:4]=1, predict the reactants needed to synthesize it. The reactants are: [CH3:1][O:2][C:3]1[CH:4]=[C:5]2[O:9][C:8]([C:10]3[N:11]=[C:12]4[N:16]([CH:17]=3)[N:15]=[C:14]([O:18][CH3:19])[S:13]4)=[CH:7][C:6]2=[C:20]([OH:22])[CH:21]=1.O[CH2:24][C:25]1[N:26]=[C:27]([C:30]2([OH:36])[CH2:35][CH2:34][O:33][CH2:32][CH2:31]2)[S:28][CH:29]=1.C(P(CCCC)CCCC)CCC.N(C(N1CCCCC1)=O)=NC(N1CCCCC1)=O. (6) Given the product [F:32][C:26]1[CH:27]=[CH:28][CH:29]=[C:30]([F:31])[C:25]=1[NH:24][C:22](=[O:23])[C:21]1[CH:33]=[C:17]([C:9]2[N:10]=[C:11]3[CH:16]=[CH:15][CH:14]=[CH:13][N:12]3[C:8]=2[C:6]2[CH:5]=[CH:4][N:3]=[C:2]([NH:42][C:41]3[CH:43]=[C:37]([CH3:36])[C:38]([CH:46]4[CH2:51][CH2:50][N:49]([CH2:52][CH2:53][S:54]([CH3:57])(=[O:55])=[O:56])[CH2:48][CH2:47]4)=[CH:39][C:40]=3[O:44][CH3:45])[N:7]=2)[CH:18]=[CH:19][C:20]=1[O:34][CH2:35][CH3:58], predict the reactants needed to synthesize it. The reactants are: Cl[C:2]1[N:7]=[C:6]([C:8]2[N:12]3[CH:13]=[CH:14][CH:15]=[CH:16][C:11]3=[N:10][C:9]=2[C:17]2[CH:18]=[CH:19][C:20]([O:34][CH3:35])=[C:21]([CH:33]=2)[C:22]([NH:24][C:25]2[C:30]([F:31])=[CH:29][CH:28]=[CH:27][C:26]=2[F:32])=[O:23])[CH:5]=[CH:4][N:3]=1.[CH3:36][C:37]1[C:38]([CH:46]2[CH2:51][CH2:50][N:49]([CH2:52][CH2:53][S:54]([CH3:57])(=[O:56])=[O:55])[CH2:48][CH2:47]2)=[CH:39][C:40]([O:44][CH3:45])=[C:41]([CH:43]=1)[NH2:42].[C:58]1(C)C=CC(S(O)(=O)=O)=CC=1.C(O)C(F)(F)F.C[O-].[Na+]. (7) Given the product [CH2:1]([N:8]([CH:13]([CH3:15])[CH3:14])[CH2:9][CH2:10][CH:11]([C:18]1[CH:17]=[CH:16][C:25]2[C:20](=[CH:21][CH:22]=[CH:23][CH:24]=2)[CH:19]=1)[OH:12])[C:2]1[CH:7]=[CH:6][CH:5]=[CH:4][CH:3]=1, predict the reactants needed to synthesize it. The reactants are: [CH2:1]([N:8]([CH:13]([CH3:15])[CH3:14])[CH2:9][CH2:10][CH:11]=[O:12])[C:2]1[CH:7]=[CH:6][CH:5]=[CH:4][CH:3]=1.[CH:16]1[C:25]2[C:20](=[CH:21][CH:22]=[CH:23][CH:24]=2)[CH:19]=[CH:18][C:17]=1[Mg]Br.